The task is: Regression. Given two drug SMILES strings and cell line genomic features, predict the synergy score measuring deviation from expected non-interaction effect.. This data is from NCI-60 drug combinations with 297,098 pairs across 59 cell lines. (1) Drug 1: CC(C)(C#N)C1=CC=C(C=C1)N2C3=C4C=C(C=CC4=NC=C3N(C2=O)C)C5=CC6=CC=CC=C6N=C5. Drug 2: CCC1=C2CN3C(=CC4=C(C3=O)COC(=O)C4(CC)O)C2=NC5=C1C=C(C=C5)O. Cell line: HCT116. Synergy scores: CSS=61.7, Synergy_ZIP=0.847, Synergy_Bliss=1.67, Synergy_Loewe=0.0735, Synergy_HSA=6.47. (2) Drug 1: CN(CC1=CN=C2C(=N1)C(=NC(=N2)N)N)C3=CC=C(C=C3)C(=O)NC(CCC(=O)O)C(=O)O. Drug 2: CNC(=O)C1=NC=CC(=C1)OC2=CC=C(C=C2)NC(=O)NC3=CC(=C(C=C3)Cl)C(F)(F)F. Cell line: HCT116. Synergy scores: CSS=68.9, Synergy_ZIP=-3.85, Synergy_Bliss=-7.69, Synergy_Loewe=-11.4, Synergy_HSA=-4.54. (3) Drug 1: COC1=C(C=C2C(=C1)N=CN=C2NC3=CC(=C(C=C3)F)Cl)OCCCN4CCOCC4. Drug 2: CN1C2=C(C=C(C=C2)N(CCCl)CCCl)N=C1CCCC(=O)O.Cl. Cell line: T-47D. Synergy scores: CSS=20.7, Synergy_ZIP=-3.41, Synergy_Bliss=-2.00, Synergy_Loewe=-5.52, Synergy_HSA=-0.158. (4) Drug 1: CC1=C(N=C(N=C1N)C(CC(=O)N)NCC(C(=O)N)N)C(=O)NC(C(C2=CN=CN2)OC3C(C(C(C(O3)CO)O)O)OC4C(C(C(C(O4)CO)O)OC(=O)N)O)C(=O)NC(C)C(C(C)C(=O)NC(C(C)O)C(=O)NCCC5=NC(=CS5)C6=NC(=CS6)C(=O)NCCC[S+](C)C)O. Drug 2: C1=NC2=C(N1)C(=S)N=CN2. Cell line: SW-620. Synergy scores: CSS=33.3, Synergy_ZIP=-9.21, Synergy_Bliss=1.20, Synergy_Loewe=3.63, Synergy_HSA=4.82. (5) Drug 1: CC12CCC3C(C1CCC2=O)CC(=C)C4=CC(=O)C=CC34C. Drug 2: CN1C(=O)N2C=NC(=C2N=N1)C(=O)N. Cell line: SN12C. Synergy scores: CSS=36.3, Synergy_ZIP=2.06, Synergy_Bliss=0.881, Synergy_Loewe=-10.6, Synergy_HSA=1.37. (6) Drug 1: CC1=C2C(C(=O)C3(C(CC4C(C3C(C(C2(C)C)(CC1OC(=O)C(C(C5=CC=CC=C5)NC(=O)OC(C)(C)C)O)O)OC(=O)C6=CC=CC=C6)(CO4)OC(=O)C)OC)C)OC. Drug 2: C1CNP(=O)(OC1)N(CCCl)CCCl. Cell line: NCI/ADR-RES. Synergy scores: CSS=1.21, Synergy_ZIP=0.183, Synergy_Bliss=-0.150, Synergy_Loewe=-9.83, Synergy_HSA=-3.74.